This data is from CYP2C19 inhibition data for predicting drug metabolism from PubChem BioAssay. The task is: Regression/Classification. Given a drug SMILES string, predict its absorption, distribution, metabolism, or excretion properties. Task type varies by dataset: regression for continuous measurements (e.g., permeability, clearance, half-life) or binary classification for categorical outcomes (e.g., BBB penetration, CYP inhibition). Dataset: cyp2c19_veith. (1) The molecule is Cc1ccc(NC(=O)CCc2ccc(S(=O)(=O)NC3CCCCC3)cc2)cc1. The result is 1 (inhibitor). (2) The result is 0 (non-inhibitor). The compound is CCCn1c(N)[n+](CC(=O)c2ccco2)c2ccccc21.[Br-].